From a dataset of Reaction yield outcomes from USPTO patents with 853,638 reactions. Predict the reaction yield, written as a fraction of the theoretical maximum amount of product (1.0 means a 100% yield; for example, 0.34 means a 34% yield). (1) The reactants are [NH2:1][C:2]1[C:3]2[C:13]([O:14][CH2:15][C:16]([NH:19][C:20](=[O:28])[C:21]3[CH:26]=[CH:25][N:24]=[C:23](Br)[CH:22]=3)([CH3:18])[CH3:17])=[CH:12][CH:11]=[CH:10][C:4]=2[NH:5][S:6](=[O:9])(=[O:8])[N:7]=1.[OH:29][C:30]1[CH:31]=[C:32](B(O)O)[CH:33]=[CH:34][CH:35]=1. No catalyst specified. The product is [NH2:1][C:2]1[C:3]2[C:13]([O:14][CH2:15][C:16]([NH:19][C:20](=[O:28])[C:21]3[CH:26]=[CH:25][N:24]=[C:23]([C:34]4[CH:33]=[CH:32][CH:31]=[C:30]([OH:29])[CH:35]=4)[CH:22]=3)([CH3:18])[CH3:17])=[CH:12][CH:11]=[CH:10][C:4]=2[NH:5][S:6](=[O:9])(=[O:8])[N:7]=1. The yield is 0.300. (2) The reactants are [CH2:1]([NH:8][C:9]([C:11]1[S:15][C:14]([C:16]2[CH:21]=[N:20][C:19](/[CH:22]=[CH:23]/[C:24]3[CH:29]=[CH:28][C:27]([F:30])=[CH:26][CH:25]=3)=[CH:18][N:17]=2)=[N:13][C:12]=1[CH3:31])=[O:10])[C:2]1[CH:7]=[CH:6][CH:5]=[CH:4][CH:3]=1. The catalyst is C(OCC)(=O)C.C(O)C.[OH-].[OH-].[Pd+2]. The product is [CH2:1]([NH:8][C:9]([C:11]1[S:15][C:14]([C:16]2[CH:21]=[N:20][C:19]([CH2:22][CH2:23][C:24]3[CH:29]=[CH:28][C:27]([F:30])=[CH:26][CH:25]=3)=[CH:18][N:17]=2)=[N:13][C:12]=1[CH3:31])=[O:10])[C:2]1[CH:7]=[CH:6][CH:5]=[CH:4][CH:3]=1. The yield is 0.650. (3) The reactants are [F:1][C:2]1[CH:3]=[C:4]([CH:8]=[C:9]([N:11]2[CH2:16][CH2:15][O:14][CH2:13][CH2:12]2)[CH:10]=1)[C:5]([OH:7])=O.[Br:17][C:18]1[C:27]2[C:22](=[CH:23][CH:24]=[CH:25][CH:26]=2)[C:21]([NH2:28])=[CH:20][CH:19]=1.CCN(C(C)C)C(C)C.O. The catalyst is C(Cl)Cl. The product is [Br:17][C:18]1[C:27]2[C:22](=[CH:23][CH:24]=[CH:25][CH:26]=2)[C:21]([NH:28][C:5](=[O:7])[C:4]2[CH:8]=[C:9]([N:11]3[CH2:16][CH2:15][O:14][CH2:13][CH2:12]3)[CH:10]=[C:2]([F:1])[CH:3]=2)=[CH:20][CH:19]=1. The yield is 0.650. (4) The reactants are [Na:1].[CH3:2][C:3]1[C:4]([CH2:20][S:21]([C:23]2[NH:27][C:26]3[CH:28]=[CH:29][CH:30]=[CH:31][C:25]=3[N:24]=2)=[O:22])=[N:5][CH:6]=[CH:7][C:8]=1[O:9][CH2:10]CC1(CCC)OCCO1.ClC1C=C[N+]([O-])=C(C)C=1C.[F:42][CH2:43][C:44]1(CO)[O:48][CH2:47][CH2:46][O:45]1. No catalyst specified. The product is [Na:1].[F:42][CH2:43][C:44]1([CH2:10][O:9][C:8]2[CH:7]=[CH:6][N:5]=[C:4]([CH2:20][S:21]([C:23]3[NH:24][C:25]4[CH:31]=[CH:30][CH:29]=[CH:28][C:26]=4[N:27]=3)=[O:22])[C:3]=2[CH3:2])[O:48][CH2:47][CH2:46][O:45]1. The yield is 0.0820. (5) The catalyst is C(Cl)Cl. The yield is 0.390. The reactants are [C:1]([C:3]1[CH:4]=[C:5]([CH:9]=[CH:10][CH:11]=1)[C:6](Cl)=[O:7])#[N:2].CO.[NH2:14][NH2:15]. The product is [C:1]([C:3]1[CH:4]=[C:5]([CH:9]=[CH:10][CH:11]=1)[C:6]([NH:14][NH2:15])=[O:7])#[N:2]. (6) The reactants are [CH3:1][C:2]1[CH2:7][CH2:6][CH2:5][C:4]([CH3:9])([CH3:8])[C:3]=1[CH2:10][OH:11].[F:12][C:13]1[CH:14]=[C:15](O)[CH:16]=[CH:17][C:18]=1[CH3:19].C1(P(C2C=CC=CC=2)C2C=CC=CC=2)C=CC=CC=1.N(C(OCC)=O)=NC(OCC)=O. The catalyst is O1CCCC1. The product is [F:12][C:13]1[CH:14]=[C:15]([O:11][CH2:10][C:3]2[C:4]([CH3:8])([CH3:9])[CH2:5][CH2:6][CH2:7][C:2]=2[CH3:1])[CH:16]=[CH:17][C:18]=1[CH3:19]. The yield is 0.310.